This data is from Forward reaction prediction with 1.9M reactions from USPTO patents (1976-2016). The task is: Predict the product of the given reaction. (1) Given the reactants [F:1][C:2]1[CH:3]=[CH:4][C:5]([N+:14]([O-])=O)=[C:6]([CH:13]=1)[O:7][C@@H:8]1[CH2:12][CH2:11][O:10][CH2:9]1, predict the reaction product. The product is: [F:1][C:2]1[CH:3]=[CH:4][C:5]([NH2:14])=[C:6]([O:7][C@@H:8]2[CH2:12][CH2:11][O:10][CH2:9]2)[CH:13]=1. (2) The product is: [S:16]1[CH:20]=[CH:19][N:18]2[CH:2]=[C:3]([C:5]3[CH:15]=[CH:14][CH:13]=[CH:12][C:6]=3[C:7]([O:9][CH2:10][CH3:11])=[O:8])[N:21]=[C:17]12. Given the reactants Br[CH2:2][C:3]([C:5]1[CH:15]=[CH:14][CH:13]=[CH:12][C:6]=1[C:7]([O:9][CH2:10][CH3:11])=[O:8])=O.[S:16]1[CH:20]=[CH:19][N:18]=[C:17]1[NH2:21], predict the reaction product.